Dataset: Full USPTO retrosynthesis dataset with 1.9M reactions from patents (1976-2016). Task: Predict the reactants needed to synthesize the given product. (1) Given the product [OH:30][C:24]1[C:23]([CH3:31])([CH3:22])[CH2:28][CH2:27][C:26](=[O:29])[C:25]=1[C:4]([C:3]1[C:2]([CH3:1])=[N:10][C:9]([C:11]([F:14])([F:13])[F:12])=[CH:8][CH:7]=1)=[O:6], predict the reactants needed to synthesize it. The reactants are: [CH3:1][C:2]1[N:10]=[C:9]([C:11]([F:14])([F:13])[F:12])[CH:8]=[CH:7][C:3]=1[C:4]([OH:6])=O.C(N(CC)CC)C.[CH3:22][C:23]1([CH3:31])[CH2:28][CH2:27][C:26](=[O:29])[CH2:25][C:24]1=[O:30].CC(C)(O)C#N. (2) Given the product [CH3:18][O:19][C:20](=[O:33])[CH2:21][N:22]1[C:30]2[C:25](=[CH:26][C:27]([Cl:31])=[CH:28][CH:29]=2)[C:24]([CH2:16][C:12]2[S:13][CH:14]=[CH:15][C:11]=2[S:8]([C:5]2[CH:4]=[CH:3][C:2]([F:1])=[CH:7][CH:6]=2)(=[O:9])=[O:10])=[C:23]1[CH3:32], predict the reactants needed to synthesize it. The reactants are: [F:1][C:2]1[CH:7]=[CH:6][C:5]([S:8]([C:11]2[CH:15]=[CH:14][S:13][C:12]=2[CH:16]=O)(=[O:10])=[O:9])=[CH:4][CH:3]=1.[CH3:18][O:19][C:20](=[O:33])[CH2:21][N:22]1[C:30]2[C:25](=[CH:26][C:27]([Cl:31])=[CH:28][CH:29]=2)[CH:24]=[C:23]1[CH3:32]. (3) Given the product [NH:7]1[C:2]2[CH:3]=[CH:4][CH:5]=[CH:6][C:1]=2[NH:8][S:9]1(=[O:11])=[O:10], predict the reactants needed to synthesize it. The reactants are: [C:1]1([NH2:8])[CH:6]=[CH:5][CH:4]=[CH:3][C:2]=1[NH2:7].[S:9](N)(N)(=[O:11])=[O:10]. (4) Given the product [NH2:1][C:4]([C:13]1[CH:18]=[CH:17][CH:16]=[C:15]([O:19][C:20]([F:21])([F:22])[F:23])[CH:14]=1)([C:24]1[CH:29]=[CH:28][CH:27]=[C:26]([O:30][C:31]([F:33])([F:34])[F:32])[CH:25]=1)[C@H:5]([C:7]1[CH:12]=[CH:11][CH:10]=[CH:9][CH:8]=1)[OH:6], predict the reactants needed to synthesize it. The reactants are: [N:1]([C:4]([C:24]1[CH:29]=[CH:28][CH:27]=[C:26]([O:30][C:31]([F:34])([F:33])[F:32])[CH:25]=1)([C:13]1[CH:18]=[CH:17][CH:16]=[C:15]([O:19][C:20]([F:23])([F:22])[F:21])[CH:14]=1)[C@H:5]([C:7]1[CH:12]=[CH:11][CH:10]=[CH:9][CH:8]=1)[OH:6])=[N+]=[N-]. (5) Given the product [F:7][C:8]1[CH:9]=[C:10]([CH:13]=[CH:14][C:15]=1[O:16][CH3:17])[CH2:11][N:24]1[C:23]2[CH:25]=[C:26]([C:28]3[CH:33]=[CH:32][CH:31]=[CH:30][CH:29]=3)[S:27][C:22]=2[C:21](=[O:34])[N:20]([CH:35]2[CH2:40][CH2:39][N:38]([C:41]([O:43][C:44]([CH3:46])([CH3:45])[CH3:47])=[O:42])[CH2:37][CH2:36]2)[C:19]1=[O:18], predict the reactants needed to synthesize it. The reactants are: C(=O)([O-])[O-].[K+].[K+].[F:7][C:8]1[CH:9]=[C:10]([CH:13]=[CH:14][C:15]=1[O:16][CH3:17])[CH2:11]Cl.[O:18]=[C:19]1[NH:24][C:23]2[CH:25]=[C:26]([C:28]3[CH:33]=[CH:32][CH:31]=[CH:30][CH:29]=3)[S:27][C:22]=2[C:21](=[O:34])[N:20]1[CH:35]1[CH2:40][CH2:39][N:38]([C:41]([O:43][C:44]([CH3:47])([CH3:46])[CH3:45])=[O:42])[CH2:37][CH2:36]1.